This data is from Full USPTO retrosynthesis dataset with 1.9M reactions from patents (1976-2016). The task is: Predict the reactants needed to synthesize the given product. Given the product [CH3:33][C:24]1[CH:29]=[CH:28][C:27]([C:30]([NH:12][C:10]2[S:11][C:7]3[CH:6]=[C:5]([C:3]([O:2][CH3:1])=[O:4])[CH:14]=[CH:13][C:8]=3[N:9]=2)=[O:31])=[CH:26][CH:25]=1, predict the reactants needed to synthesize it. The reactants are: [CH3:1][O:2][C:3]([C:5]1[CH:14]=[CH:13][C:8]2[N:9]=[C:10]([NH2:12])[S:11][C:7]=2[CH:6]=1)=[O:4].C(N(C(C)C)CC)(C)C.[C:24]1([CH3:33])[CH:29]=[CH:28][C:27]([C:30](Cl)=[O:31])=[CH:26][CH:25]=1.CN(C1C=CC=CN=1)C.Cl.